Dataset: Reaction yield outcomes from USPTO patents with 853,638 reactions. Task: Predict the reaction yield, written as a fraction of the theoretical maximum amount of product (1.0 means a 100% yield; for example, 0.34 means a 34% yield). The reactants are [O:1]1[C:5]([C:6]([NH:8][C:9]2[CH:14]=[CH:13][CH:12]=[C:11]([C:15]3[C:23]4[C:18](=[CH:19][CH:20]=[C:21]([C:24]5[N:28]=[CH:27][N:26](C(C6C=CC=CC=6)(C6C=CC=CC=6)C6C=CC=CC=6)[N:25]=5)[CH:22]=4)[N:17](C4CCCCO4)[N:16]=3)[CH:10]=2)=[O:7])=[CH:4][CH:3]=[N:2]1. The catalyst is Cl.O1CCOCC1. The product is [NH:26]1[CH:27]=[N:28][C:24]([C:21]2[CH:22]=[C:23]3[C:18](=[CH:19][CH:20]=2)[NH:17][N:16]=[C:15]3[C:11]2[CH:10]=[C:9]([NH:8][C:6]([C:5]3[O:1][N:2]=[CH:3][CH:4]=3)=[O:7])[CH:14]=[CH:13][CH:12]=2)=[N:25]1. The yield is 0.0500.